Dataset: Forward reaction prediction with 1.9M reactions from USPTO patents (1976-2016). Task: Predict the product of the given reaction. (1) The product is: [NH:2]([C@@H:3]1[CH2:7][CH2:6][C@H:5]([C:8]([O:10][CH3:11])=[O:9])[CH2:4]1)[C:25]([NH2:26])=[NH:20]. Given the reactants Cl.[NH2:2][C@@H:3]1[CH2:7][CH2:6][C@H:5]([C:8]([O:10][CH3:11])=[O:9])[CH2:4]1.C(N(CC)CC)C.Cl.[N:20]1([C:25](N)=[NH:26])C=CC=N1, predict the reaction product. (2) The product is: [O:1]1[CH:5]=[CH:4][C:3]([NH:11][C:14](=[O:23])[O:37][C:33]([CH3:36])([CH3:35])[CH3:34])=[CH:2]1. Given the reactants [O:1]1[CH:5]=[CH:4][C:3](C(O)=O)=[CH:2]1.C([N:11]([CH2:14]C)CC)C.C1(P(N=[N+]=[N-])(C2C=CC=CC=2)=[O:23])C=CC=CC=1.[C:33]([OH:37])([CH3:36])([CH3:35])[CH3:34], predict the reaction product. (3) Given the reactants Cl[C:2]1[C:11]2[C:6](=[CH:7][CH:8]=[C:9]([CH3:12])[CH:10]=2)[N:5]=[C:4]([N:13]2[CH2:19][C:18]3[CH:20]=[CH:21][CH:22]=[CH:23][C:17]=3[S:16](=[O:25])(=[O:24])[CH2:15][CH2:14]2)[CH:3]=1.[CH3:26][O:27][CH2:28][CH2:29][NH:30][CH2:31][CH2:32][NH2:33], predict the reaction product. The product is: [O:24]=[S:16]1(=[O:25])[C:17]2[CH:23]=[CH:22][CH:21]=[CH:20][C:18]=2[CH2:19][N:13]([C:4]2[CH:3]=[C:2]([NH:33][CH2:32][CH2:31][NH:30][CH2:29][CH2:28][O:27][CH3:26])[C:11]3[C:6](=[CH:7][CH:8]=[C:9]([CH3:12])[CH:10]=3)[N:5]=2)[CH2:14][CH2:15]1.